From a dataset of B-cell epitopes from IEDB database with 3,159 antigens for binding position prediction. Token-level Classification. Given an antigen amino acid sequence, predict which amino acid positions are active epitope sites capable of antibody binding. Output is a list of indices for active positions. (1) Given the antigen sequence: MVAKNIKYNEEARKKIQKGVKTLAEAVKVTLGPKGRHVVIDKSFGSPQVTKDGVTVAKEVELADKHENMGAQMVKEVASKTADKAGDGTTTATVLAEAIYTEGLRNVTAGANPMDLKRGIDKAVKVVVDQIKKISKPVQHHKEIAQVATISANNDAEIGNLIAEAMEKVGKNGSITVEEAKGFETVLDVVEGMNFNRGYLSSYFATNPETQECVLEDALVLIYDKKISGIKDFLPILQQVAESGRPLLIIAEDIEGEALATLVVNRIRGGFRVCAVKAPGFGDRRKAMLEDIAILTGGQLISEELGMKLENANLAMLGKAKKVIVSKEDTTIVEGMGEKEALEARCESIKKQIEDSSSDYDKEKLQERLAKLSGGVAVIRVGAATEIEMKEKKDRVDDAQHATIAAVEEGILPGGGTALIRCIPTLEAFLPMLTNEDEQIGARIVLKALSAPLKQIAANAGKEGAIIFQQVMSRSANEGYDALRDAYTDMLEAGILDPAK..., which amino acid positions are active epitope sites? The epitope positions are: [210, 211, 212, 213, 214, 215, 216, 217, 218, 219, 220, 221, 222, 223, 224, 225, 226, 227, 228, 229... (30 total positions)]. The amino acids at these positions are: QECVLEDALVLIYDKKISGIKDFLPILQQV. (2) Given the antigen sequence: MDLEGDRNGGAKKKNFFKLNNKSEKDKKEKKPTVSVFSMFRYSNWLDKLYMVVGTLAAIIHGAGLPLMMLVFGEMTDIFANAGNLEDLMSNITNRSDINDTGFFMNLEEDMTSDVSKINEGIGDKIGMFFQSMATFFTGFIVGFTRGWKLTLVILAISPVLGLSAAVWAKILSSFTDKELLAYAKAGAVAEEVLAAIRTVIAFGGQKKELERYNKNLEEAKRIGIKKAITANISIGAAFLLIYASYALAFWYGTTLVLSGEYSIGQVLTVFFSVLIGAFSVGQASPSIEAFANARGAAYEIFKIIDNKPSIDSYSKSGHKPDNIKGNLEFRNVHFSYPSRKEVKILKGLNLKVQSGQTVALVGNSGCGKSTTVQLMQRLYDPTEGMVSVDGQDIRTINVRFLREIIGVVSQEPVLFATTIAENIRYGRENVTMDEIEKAVKEANAYDFIMKLPHKFDTLVGERGAQLSGGQKQRIAIARALVRNPKILLLDEATSALDTE..., which amino acid positions are active epitope sites? The epitope positions are: [963, 964, 965, 966, 967, 968, 969]. The amino acids at these positions are: PNTLEGN. (3) The epitope positions are: [63, 64, 65, 66, 67, 68, 69, 70, 71, 72, 73, 74, 75, 76, 77, 78, 79, 80, 81, 82... (23 total positions)]. The amino acids at these positions are: RWFREKVSPAVFVSREGQEQEGE. Given the antigen sequence: MAVFPNSCLAGCLLIFILLQLPKLDSAPFDVIGPQEPILAVVGEDAELPCRLSPNVSAKGMELRWFREKVSPAVFVSREGQEQEGEEMAEYRGRVSLVEDHIAEGSVAVRIQEVKASDDGEYRCFFRQDENYEEAIVHLKVAALGSDPHISMKVQESGEIQLECTSVGWYPEPQVQWRTHRGEEFPSMSESRNPDEEGLFTVRASVIIRDSSMKNVSCCIRNLLLGQEKDVEVSIPASFFPRLTPWMVAVAVILVVLGLLTIGSIFFTWRLYKERSRQRRNEFSSKEKLLEELKWKRATLHAVDVTLDPDTAHPHLFLYEDSKSVRLEDSRQKLPEKPERFDSWPCVMGREAFTSGRHYWEVEVGDRTDWAIGVCRENVMKKGFDPMTPENGFWAVELYGNGYWALTPLRTPLPLAGPPRRVGVFLDYESGDIFFYNMTDGSHIYTFSKASFSGPLRPFFCLWSCGKKPLTICPVTDGLEGVMVVADAKDISKEIPLSPM..., which amino acid positions are active epitope sites? (4) Given the antigen sequence: MSRDPLPFFPPLYLGGPEITTENCEREPIHIPGSIQPHGALLTADGHSGEVLQMSLNAATFLGQEPTVLRGQTLAALLPEQWPALQAALPPGCPDALQYRATLDWPAAGHLSLTVHRVGELLILEFEPTEAWDSTGPHALRNAMFALESAPNLRALAEVATQTVRELTGFDRVMLYKFAPDATGEVIAEARREGLHAFLGHRFPASDIPAQARALYTRHLLRLTADTRAAAVPLDPVLNPQTNAPTPLGGAVLRATSPMHMQYLRNMGVGSSLSVSVVVGGQLWGLIACHHQTPYVLPPDLRTTLEYLGRLLSLQVQVKEAADVAAFRQSLREHHARVALAAAHSLSPHDTLSDPALDLLGLMRAGGLILRFEGRWQTLGEVPPAPAVDALLAWLETQPGALVQTDALGQLWPAGADLAPSAAGLLAISVGEGWSECLVWLRPELRLEVAWGGATPDQAKDDLGPRHSFDTYLEEKRGYAEPWHPGEIEEAQDLRDTLTG..., which amino acid positions are active epitope sites? The epitope positions are: [484, 485, 486, 487, 488, 489, 490]. The amino acids at these positions are: PGEIEEA. (5) Given the antigen sequence: MSDAAVDTSSEITTKDLKEKKEVVEEAENGRDAPANGNAENEENGEQEADNEVDEEEEEGGEEEEEEEEGDGEEEDGDEDEEAESATGKRAAEDDEDDDVDTKKQKTDEDD, which amino acid positions are active epitope sites? The epitope positions are: [101, 102, 103, 104, 105, 106, 107, 108, 109, 110]. The amino acids at these positions are: TKKQKTDEDD.